Dataset: Catalyst prediction with 721,799 reactions and 888 catalyst types from USPTO. Task: Predict which catalyst facilitates the given reaction. (1) Reactant: [C:1]([O:5][C:6]([N:8]1[C:17]2[C:12](=[N:13][C:14]([O:18][CH3:19])=[CH:15][CH:16]=2)[C@@H:11]([NH:20][C:21]2[N:26]=[C:25]([CH2:27][C:28]3[CH:33]=[C:32]([C:34]([F:37])([F:36])[F:35])[CH:31]=[C:30]([C:38]([F:41])([F:40])[F:39])[CH:29]=3)[C:24]([CH:42]=[CH:43][C:44]([O:46][CH3:47])=[O:45])=[CH:23][N:22]=2)[CH2:10][C@H:9]1[CH2:48][CH3:49])=[O:7])([CH3:4])([CH3:3])[CH3:2]. Product: [C:1]([O:5][C:6]([N:8]1[C:17]2[C:12](=[N:13][C:14]([O:18][CH3:19])=[CH:15][CH:16]=2)[C@@H:11]([NH:20][C:21]2[N:26]=[C:25]([CH2:27][C:28]3[CH:33]=[C:32]([C:34]([F:35])([F:37])[F:36])[CH:31]=[C:30]([C:38]([F:40])([F:41])[F:39])[CH:29]=3)[C:24]([CH2:42][CH2:43][C:44]([O:46][CH3:47])=[O:45])=[CH:23][N:22]=2)[CH2:10][C@H:9]1[CH2:48][CH3:49])=[O:7])([CH3:2])([CH3:4])[CH3:3]. The catalyst class is: 129. (2) Reactant: [CH2:1]([C:5]1[NH:9][C:8]([CH:10]=[O:11])=[C:7]([Cl:12])[N:6]=1)[CH2:2][CH2:3][CH3:4].[C:13]([O:17][C:18]([C:20]1[C:21]([C:26]2[CH:31]=[CH:30][C:29]([CH2:32]Br)=[CH:28][CH:27]=2)=[CH:22][CH:23]=[CH:24][CH:25]=1)=[O:19])([CH3:16])([CH3:15])[CH3:14].C([O-])([O-])=O.[K+].[K+]. Product: [C:13]([O:17][C:18]([C:20]1[C:21]([C:26]2[CH:31]=[CH:30][C:29]([CH2:32][N:9]3[C:8]([CH:10]=[O:11])=[C:7]([Cl:12])[N:6]=[C:5]3[CH2:1][CH2:2][CH2:3][CH3:4])=[CH:28][CH:27]=2)=[CH:22][CH:23]=[CH:24][CH:25]=1)=[O:19])([CH3:16])([CH3:15])[CH3:14]. The catalyst class is: 3. (3) Reactant: ClC1C=C(C=CC=1)C(OO)=[O:6].[CH:12]1([S:17][CH2:18][C:19]([NH:21][C:22]2[C:31]([C:32]3[CH:37]=[CH:36][C:35]([F:38])=[C:34]([CH3:39])[CH:33]=3)=[C:25]3[N:26]=[CH:27][C:28]([CH3:30])=[CH:29][N:24]3[N:23]=2)=[O:20])[CH2:16][CH2:15][CH2:14][CH2:13]1. Product: [CH:12]1([S:17]([CH2:18][C:19]([NH:21][C:22]2[C:31]([C:32]3[CH:37]=[CH:36][C:35]([F:38])=[C:34]([CH3:39])[CH:33]=3)=[C:25]3[N:26]=[CH:27][C:28]([CH3:30])=[CH:29][N:24]3[N:23]=2)=[O:20])=[O:6])[CH2:16][CH2:15][CH2:14][CH2:13]1. The catalyst class is: 22. (4) Reactant: [CH3:1][CH:2]([CH3:24])[CH2:3][C@H:4]([NH:12][C:13]([C:15]1[S:16][C:17]2[CH:23]=[CH:22][CH:21]=[CH:20][C:18]=2[CH:19]=1)=[O:14])[C:5]([NH:7][CH2:8][CH2:9][CH:10]=O)=[O:6].[CH:25]1([NH2:28])[CH2:27][CH2:26]1.[BH-](OC(C)=O)(OC(C)=O)OC(C)=O.[Na+].Cl.O1CCOCC1. Product: [CH:25]1([NH:28][CH2:10][CH2:9][CH2:8][NH:7][C:5]([C@@H:4]([NH:12][C:13]([C:15]2[S:16][C:17]3[CH:23]=[CH:22][CH:21]=[CH:20][C:18]=3[CH:19]=2)=[O:14])[CH2:3][CH:2]([CH3:24])[CH3:1])=[O:6])[CH2:27][CH2:26]1. The catalyst class is: 5.